From a dataset of Full USPTO retrosynthesis dataset with 1.9M reactions from patents (1976-2016). Predict the reactants needed to synthesize the given product. (1) Given the product [OH:56][C@H:25]([C@@H:26]([NH:34][C:35](=[O:55])[C@@H:36]([NH:40][C:41](=[O:54])[C@@H:42]([NH:47][C:48](=[O:53])[CH2:49][CH:50]([CH3:52])[CH3:51])[CH2:43][CH:44]([CH3:45])[CH3:46])[CH:37]([CH3:38])[CH3:39])[CH2:27][C:28]1[CH:33]=[CH:32][CH:31]=[CH:30][CH:29]=1)[CH2:24][CH2:23][C:22]([NH:21][C@@H:16]([C@@H:17]([CH3:20])[CH2:18][CH3:19])[C:15]([NH:14][C@@H:10]([CH:11]([CH3:13])[CH3:12])[C:9]([OH:59])=[O:8])=[O:58])=[O:57], predict the reactants needed to synthesize it. The reactants are: C([O:8][C:9](=[O:59])[C@@H:10]([NH:14][C:15](=[O:58])[C@@H:16]([NH:21][C:22](=[O:57])[CH2:23][CH2:24][C@H:25]([OH:56])[C@@H:26]([NH:34][C:35](=[O:55])[C@@H:36]([NH:40][C:41](=[O:54])[C@@H:42]([NH:47][C:48](=[O:53])[CH2:49][CH:50]([CH3:52])[CH3:51])[CH2:43][CH:44]([CH3:46])[CH3:45])[CH:37]([CH3:39])[CH3:38])[CH2:27][C:28]1[CH:33]=[CH:32][CH:31]=[CH:30][CH:29]=1)[C@@H:17]([CH3:20])[CH2:18][CH3:19])[CH:11]([CH3:13])[CH3:12])C1C=CC=CC=1. (2) Given the product [Cl:1][C:2]1[C:3]([OH:40])=[C:4]([S:9]([N:12]([CH2:13][C:14]2[CH:15]=[C:16]([CH:17]=[CH:18][CH:19]=2)[CH2:20][N:21]([CH2:22][CH:23]([CH3:25])[CH3:24])[C:60](=[O:62])[C:59]2[CH:63]=[CH:64][C:56]([N:50]3[CH2:51][CH2:52][CH2:53][CH2:54][CH2:55]3)=[N:57][CH:58]=2)[CH2:26][C:27]2[CH:28]=[CH:29][C:30]([C:33]3[CH:34]=[CH:35][C:36]([F:39])=[CH:37][CH:38]=3)=[CH:31][CH:32]=2)(=[O:11])=[O:10])[CH:5]=[C:6]([Cl:8])[CH:7]=1, predict the reactants needed to synthesize it. The reactants are: [Cl:1][C:2]1[C:3]([OH:40])=[C:4]([S:9]([N:12]([CH2:26][C:27]2[CH:32]=[CH:31][C:30]([C:33]3[CH:38]=[CH:37][C:36]([F:39])=[CH:35][CH:34]=3)=[CH:29][CH:28]=2)[CH2:13][C:14]2[CH:19]=[CH:18][CH:17]=[C:16]([CH2:20][NH:21][CH2:22][CH:23]([CH3:25])[CH3:24])[CH:15]=2)(=[O:11])=[O:10])[CH:5]=[C:6]([Cl:8])[CH:7]=1.CCN(C(C)C)C(C)C.[N:50]1([C:56]2[CH:64]=[CH:63][C:59]([C:60]([OH:62])=O)=[CH:58][N:57]=2)[CH2:55][CH2:54][CH2:53][CH2:52][CH2:51]1.CCN=C=NCCCN(C)C.C1C=CC2N(O)N=NC=2C=1.